Dataset: Full USPTO retrosynthesis dataset with 1.9M reactions from patents (1976-2016). Task: Predict the reactants needed to synthesize the given product. (1) Given the product [F:1][C:2]([F:17])([F:18])[C:3]1[CH:16]=[CH:15][C:6]([O:7][C:8]2[CH:9]=[CH:10][C:11]([NH:14][S:26]([CH3:25])(=[O:28])=[O:27])=[CH:12][CH:13]=2)=[CH:5][CH:4]=1, predict the reactants needed to synthesize it. The reactants are: [F:1][C:2]([F:18])([F:17])[C:3]1[CH:16]=[CH:15][C:6]([O:7][C:8]2[CH:13]=[CH:12][C:11]([NH2:14])=[CH:10][CH:9]=2)=[CH:5][CH:4]=1.N1C=CC=CC=1.[CH3:25][S:26](Cl)(=[O:28])=[O:27].Cl. (2) Given the product [N:33]([C:19]1[N:20]=[C:15]([N:12]2[CH2:13][CH2:14][N:9]([C:7]([C:4]3[CH:5]=[CH:6][C:1]([C:27]4[CH:32]=[CH:31][CH:30]=[CH:29][CH:28]=4)=[CH:2][CH:3]=3)=[O:8])[CH2:10][CH2:11]2)[C:16]2[CH:24]=[C:23]([CH2:25][CH3:26])[S:22][C:17]=2[N:18]=1)=[N+:34]=[N-:35], predict the reactants needed to synthesize it. The reactants are: [C:1]1([C:27]2[CH:32]=[CH:31][CH:30]=[CH:29][CH:28]=2)[CH:6]=[CH:5][C:4]([C:7]([N:9]2[CH2:14][CH2:13][N:12]([C:15]3[C:16]4[CH:24]=[C:23]([CH2:25][CH3:26])[S:22][C:17]=4[N:18]=[C:19](Cl)[N:20]=3)[CH2:11][CH2:10]2)=[O:8])=[CH:3][CH:2]=1.[N-:33]=[N+:34]=[N-:35].[Na+]. (3) Given the product [Cl:23][C:19]1[CH:18]=[C:17]([S:14]([N:11]2[CH2:12][CH2:13][NH:8][CH:9]([C:24]([N:26]3[CH2:31][CH2:30][N:29]([C:32]4[CH:37]=[C:36]([CH3:38])[CH:35]=[CH:34][C:33]=4[CH3:39])[CH2:28][CH2:27]3)=[O:25])[CH2:10]2)(=[O:15])=[O:16])[CH:22]=[CH:21][CH:20]=1, predict the reactants needed to synthesize it. The reactants are: C(OC([N:8]1[CH2:13][CH2:12][N:11]([S:14]([C:17]2[CH:22]=[CH:21][CH:20]=[C:19]([Cl:23])[CH:18]=2)(=[O:16])=[O:15])[CH2:10][CH:9]1[C:24]([N:26]1[CH2:31][CH2:30][N:29]([C:32]2[CH:37]=[C:36]([CH3:38])[CH:35]=[CH:34][C:33]=2[CH3:39])[CH2:28][CH2:27]1)=[O:25])=O)(C)(C)C.Cl. (4) Given the product [C:1]([O:5][C:6]([NH:8][C@H:9]1[CH2:27][C:26]2[CH:28]=[C:22]([CH:23]=[CH:24][C:25]=2[OH:29])[C:21]2=[CH:30][C:17](=[C:18]([OH:31])[CH:19]=[CH:20]2)[CH2:16][C@@H:15]([C:32]([NH:50][CH:51]2[CH2:52][CH2:53][N:54]([C:57]([O:59][C:60]([CH3:63])([CH3:62])[CH3:61])=[O:58])[CH2:55][CH2:56]2)=[O:33])[N:14]([CH3:35])[C:13](=[O:36])[C@H:12]([CH2:37][C@@H:38]([OH:48])[CH2:39][NH:40][C:41]([O:43][C:44]([CH3:47])([CH3:46])[CH3:45])=[O:42])[NH:11][C:10]1=[O:49])=[O:7])([CH3:2])([CH3:4])[CH3:3], predict the reactants needed to synthesize it. The reactants are: [C:1]([O:5][C:6]([NH:8][C@H:9]1[CH2:27][C:26]2[CH:28]=[C:22]([CH:23]=[CH:24][C:25]=2[OH:29])[C:21]2=[CH:30][C:17](=[C:18]([OH:31])[CH:19]=[CH:20]2)[CH2:16][C@@H:15]([C:32](O)=[O:33])[N:14]([CH3:35])[C:13](=[O:36])[C@H:12]([CH2:37][C@@H:38]([OH:48])[CH2:39][NH:40][C:41]([O:43][C:44]([CH3:47])([CH3:46])[CH3:45])=[O:42])[NH:11][C:10]1=[O:49])=[O:7])([CH3:4])([CH3:3])[CH3:2].[NH2:50][CH:51]1[CH2:56][CH2:55][N:54]([C:57]([O:59][C:60]([CH3:63])([CH3:62])[CH3:61])=[O:58])[CH2:53][CH2:52]1.CCN(C(C)C)C(C)C.CN(C(ON1N=NC2C=CC=NC1=2)=[N+](C)C)C.F[P-](F)(F)(F)(F)F. (5) Given the product [CH3:23][C:17]1[CH:18]=[CH:19][C:20]([CH3:22])=[CH:21][C:16]=1[N:15]1[C:11]([NH:10][C:5]2[CH:6]=[CH:7][CH:8]=[CH:9][C:4]=2[C:3]([OH:36])=[O:2])=[C:12]([C:25]2[CH:26]=[C:27]3[C:32](=[C:33]([F:35])[CH:34]=2)[N:31]=[CH:30][CH:29]=[N:28]3)[C:13]([CH3:24])=[N:14]1, predict the reactants needed to synthesize it. The reactants are: C[O:2][C:3](=[O:36])[C:4]1[CH:9]=[CH:8][CH:7]=[CH:6][C:5]=1[NH:10][C:11]1[N:15]([C:16]2[CH:21]=[C:20]([CH3:22])[CH:19]=[CH:18][C:17]=2[CH3:23])[N:14]=[C:13]([CH3:24])[C:12]=1[C:25]1[CH:26]=[C:27]2[C:32](=[C:33]([F:35])[CH:34]=1)[N:31]=[CH:30][CH:29]=[N:28]2.[OH-].[Na+].Cl. (6) Given the product [CH:16]([NH:19][C:20]([C:22]1[C:31](=[O:32])[C:30]2[C:25](=[N:26][CH:27]=[CH:28][CH:29]=2)[N:24]([C:3]2[CH:4]=[CH:5][CH:6]=[C:1]([C:7]#[C:8][C:10]3[CH:11]=[N:12][CH:13]=[CH:14][CH:15]=3)[CH:2]=2)[CH:23]=1)=[O:21])([CH3:17])[CH3:18], predict the reactants needed to synthesize it. The reactants are: [C:1]1([C:7]#[CH:8])[CH:6]=[CH:5][CH:4]=[CH:3][CH:2]=1.Br[C:10]1[CH:11]=[N:12][CH:13]=[CH:14][CH:15]=1.[CH:16]([NH:19][C:20]([C:22]1[C:31](=[O:32])[C:30]2[C:25](=[N:26][CH:27]=[CH:28][CH:29]=2)[N:24](C2C=CC=C(Br)C=2)[CH:23]=1)=[O:21])([CH3:18])[CH3:17]. (7) Given the product [F:1][C:2]1[C:13]([F:14])=[C:12]([F:15])[CH:11]=[CH:10][C:3]=1[NH:4][C@@H:5]([CH3:9])[C:6]([OH:8])=[O:7], predict the reactants needed to synthesize it. The reactants are: [F:1][C:2]1[C:13]([F:14])=[C:12]([F:15])[CH:11]=[CH:10][C:3]=1[NH:4][C@@H:5]([CH3:9])[C:6]([OH:8])=[O:7].C1([C@@H](N)C)C=CC=CC=1.Cl.